This data is from Reaction yield outcomes from USPTO patents with 853,638 reactions. The task is: Predict the reaction yield, written as a fraction of the theoretical maximum amount of product (1.0 means a 100% yield; for example, 0.34 means a 34% yield). (1) The reactants are C([O:8][C:9]1[CH:10]=[C:11]([C:15]2[N:20]=[C:19]([N:21]3[CH2:26][CH2:25][O:24][CH2:23][C:22]3=[O:27])[C:18]([N+:28]([O-])=O)=[C:17](/[CH:31]=[CH:32]/N(C)C)[N:16]=2)[CH:12]=[CH:13][CH:14]=1)C1C=CC=CC=1. The catalyst is CO.[Pd]. The product is [OH:8][C:9]1[CH:10]=[C:11]([C:15]2[N:20]=[C:19]([N:21]3[CH2:26][CH2:25][O:24][CH2:23][C:22]3=[O:27])[C:18]3[NH:28][CH:32]=[CH:31][C:17]=3[N:16]=2)[CH:12]=[CH:13][CH:14]=1. The yield is 0.140. (2) The reactants are [CH:1]1[C:14]2[C:5](=[CH:6][C:7]3[C:12]([C:13]=2[CH2:15][O:16][C:17](=[O:25])[NH:18][CH2:19][CH2:20][O:21][CH2:22][CH2:23][OH:24])=[CH:11][CH:10]=[CH:9][CH:8]=3)[CH:4]=[CH:3][CH:2]=1.[H-].[Na+].C1COCC1.[Cl:33][CH2:34][CH2:35][CH2:36][CH2:37]I. The catalyst is CCCCCCC.C(OCC)(=O)C. The product is [CH:11]1[C:12]2[C:7](=[CH:6][C:5]3[C:14]([C:13]=2[CH2:15][O:16][C:17](=[O:25])[NH:18][CH2:19][CH2:20][O:21][CH2:22][CH2:23][O:24][CH2:37][CH2:36][CH2:35][CH2:34][Cl:33])=[CH:1][CH:2]=[CH:3][CH:4]=3)[CH:8]=[CH:9][CH:10]=1. The yield is 0.320. (3) The catalyst is O1CCOCC1.O.C1C=CC(P(C2C=CC=CC=2)[C-]2C=CC=C2)=CC=1.C1C=CC(P(C2C=CC=CC=2)[C-]2C=CC=C2)=CC=1.Cl[Pd]Cl.[Fe+2]. The product is [Si:20]([O:19][CH2:18][C:3]1[C:2]([C:37]2[CH:36]=[N:35][N:34]([CH3:33])[CH:38]=2)=[CH:10][CH:9]=[C:8]2[C:4]=1[CH2:5][CH2:6][N:7]2[C:11]([O:13][C:14]([CH3:17])([CH3:16])[CH3:15])=[O:12])([C:23]([CH3:26])([CH3:25])[CH3:24])([CH3:22])[CH3:21]. The yield is 0.510. The reactants are Br[C:2]1[C:3]([CH2:18][O:19][Si:20]([C:23]([CH3:26])([CH3:25])[CH3:24])([CH3:22])[CH3:21])=[C:4]2[C:8](=[CH:9][CH:10]=1)[N:7]([C:11]([O:13][C:14]([CH3:17])([CH3:16])[CH3:15])=[O:12])[CH2:6][CH2:5]2.C([O-])([O-])=O.[K+].[K+].[CH3:33][N:34]1[CH:38]=[C:37](B2OC(C)(C)C(C)(C)O2)[CH:36]=[N:35]1. (4) The reactants are [CH3:1][C:2]1[C:3]([CH2:9][N:10]([CH2:17][C:18]2[C:27]3[C:22](=[CH:23][CH:24]=[CH:25][CH:26]=3)[CH:21]=[CH:20][N:19]=2)[CH2:11][CH2:12]CCNC)=[N:4][CH:5]=[C:6]([CH3:8])[CH:7]=1.CCN(C(C)C)C(C)C.[NH:37]1[CH:41]=[CH:40][N:39]=[C:38]1[NH:42][C:43]([N:45]1[CH:49]=[CH:48]N=[CH:46]1)=[O:44]. The catalyst is CN(C=O)C. The product is [CH3:1][C:2]1[C:3]([CH2:9][N:10]([CH2:17][C:18]2[C:27]3[C:22](=[CH:23][CH:24]=[CH:25][CH:26]=3)[CH:21]=[CH:20][N:19]=2)[CH2:11][CH2:12][CH2:48][CH2:49][N:45]([CH3:46])[C:43]([NH:42][C:38]2[NH:37][CH:41]=[CH:40][N:39]=2)=[O:44])=[N:4][CH:5]=[C:6]([CH3:8])[CH:7]=1. The yield is 0.860. (5) The reactants are [Br:1][C:2]1[CH:7]=[CH:6][C:5]([N:8]2[CH:12]=[C:11]([C:13](O)=[O:14])[N:10]=[C:9]2[C:16]2[CH:21]=[CH:20][C:19]([Cl:22])=[CH:18][C:17]=2[Cl:23])=[CH:4][CH:3]=1.C(N(C(C)C)CC)(C)C.CN(C(ON1[N:49]=[N:48][C:47]2[C:42]1=[CH:43][CH:44]=[CH:45]C=2)=[N+](C)C)C.F[P-](F)(F)(F)(F)F.NN1CCCCC1. The catalyst is C(#N)C. The product is [Br:1][C:2]1[CH:7]=[CH:6][C:5]([N:8]2[CH:12]=[C:11]([C:13]([NH:49][N:48]3[CH2:45][CH2:44][CH2:43][CH2:42][CH2:47]3)=[O:14])[N:10]=[C:9]2[C:16]2[CH:21]=[CH:20][C:19]([Cl:22])=[CH:18][C:17]=2[Cl:23])=[CH:4][CH:3]=1. The yield is 0.560.